Dataset: Full USPTO retrosynthesis dataset with 1.9M reactions from patents (1976-2016). Task: Predict the reactants needed to synthesize the given product. (1) Given the product [F:1][C:2]1[CH:10]=[CH:9][CH:8]=[C:7]([N:11]2[N:15]=[CH:14][CH:13]=[N:12]2)[C:3]=1[C:4]([N:27]1[C@H:20]2[C@H:25]([CH2:24][CH2:23][N:22]([C:28]([O:30][C:31]([CH3:34])([CH3:33])[CH3:32])=[O:29])[CH2:21]2)[CH2:26]1)=[O:6], predict the reactants needed to synthesize it. The reactants are: [F:1][C:2]1[CH:10]=[CH:9][CH:8]=[C:7]([N:11]2[N:15]=[CH:14][CH:13]=[N:12]2)[C:3]=1[C:4]([OH:6])=O.O=S(Cl)Cl.[C@H:20]12[NH:27][CH2:26][C@H:25]1[CH2:24][CH2:23][N:22]([C:28]([O:30][C:31]([CH3:34])([CH3:33])[CH3:32])=[O:29])[CH2:21]2.C([O-])([O-])=O.[Na+].[Na+]. (2) Given the product [OH:17][C:16]1[N:18]=[C:1]([CH:2]([CH3:4])[CH3:3])[C:6]2[CH2:11][CH2:10][CH2:9][CH2:8][C:7]=2[C:15]=1[C:13]#[N:14], predict the reactants needed to synthesize it. The reactants are: [C:1]([CH:6]1[CH2:11][CH2:10][CH2:9][CH2:8][C:7]1=O)(=O)[CH:2]([CH3:4])[CH3:3].[C:13]([CH2:15][C:16]([NH2:18])=[O:17])#[N:14].C(NCC)C.